Predict the reaction yield, written as a fraction of the theoretical maximum amount of product (1.0 means a 100% yield; for example, 0.34 means a 34% yield). From a dataset of Reaction yield outcomes from USPTO patents with 853,638 reactions. (1) The reactants are [OH:1][C:2]1[CH:13]=[CH:12][C:5]([C:6]([N:8]([O:10][CH3:11])[CH3:9])=[O:7])=[CH:4][CH:3]=1.[I:14]I. The catalyst is [OH-].[NH4+].O. The product is [OH:1][C:2]1[CH:13]=[CH:12][C:5]([C:6]([N:8]([O:10][CH3:11])[CH3:9])=[O:7])=[CH:4][C:3]=1[I:14]. The yield is 0.670. (2) The reactants are [CH:1]1([CH2:4][N:5]2[C:14]3[C:9](=[CH:10][C:11]([N+:15]([O-])=O)=[CH:12][CH:13]=3)[C:8](=[O:18])[N:7]([CH2:19][CH3:20])[C:6]2=[O:21])[CH2:3][CH2:2]1.[H][H]. The catalyst is C(OCC)(=O)C.[Pd]. The product is [NH2:15][C:11]1[CH:10]=[C:9]2[C:14](=[CH:13][CH:12]=1)[N:5]([CH2:4][CH:1]1[CH2:2][CH2:3]1)[C:6](=[O:21])[N:7]([CH2:19][CH3:20])[C:8]2=[O:18]. The yield is 0.970. (3) The reactants are Br[C:2]1[CH2:7][CH2:6][CH2:5][C:4](=[O:8])[CH:3]=1.[CH3:9][N:10]1[CH:14]=[C:13](B2OC(C)(C)C(C)(C)O2)[CH:12]=[N:11]1.[F-].[K+]. The catalyst is [Pd].C1COCC1. The product is [CH3:9][N:10]1[CH:14]=[C:13]([C:2]2[CH2:7][CH2:6][CH2:5][C:4](=[O:8])[CH:3]=2)[CH:12]=[N:11]1. The yield is 0.290. (4) The product is [C:8](=[O:9])([O:10][C:11]1[CH:12]=[CH:13][C:14]([N+:17]([O-:19])=[O:18])=[CH:15][CH:16]=1)[O:6][CH:1]1[CH2:5][CH2:4][CH2:3][CH2:2]1. The catalyst is C(Cl)Cl. The yield is 0.590. The reactants are [CH:1]1([OH:6])[CH2:5][CH2:4][CH2:3][CH2:2]1.Cl[C:8]([O:10][C:11]1[CH:16]=[CH:15][C:14]([N+:17]([O-:19])=[O:18])=[CH:13][CH:12]=1)=[O:9].C(N(CC)CC)C. (5) The reactants are [CH3:1][O:2][C:3]1[CH:4]=[C:5]2[C:10](=[CH:11][C:12]=1[O:13][CH3:14])[N:9]=[CH:8][CH:7]=[C:6]2[O:15][C:16]1[CH:22]=[CH:21][C:19]([NH2:20])=[C:18]([CH3:23])[C:17]=1[CH3:24].Cl[C:26](Cl)([O:28][C:29](=[O:35])OC(Cl)(Cl)Cl)Cl.[CH:37]1(CO)[CH2:43][CH2:42][CH2:41][CH2:40][CH2:39][CH2:38]1.C(=O)(O)[O-].[Na+]. The catalyst is C(Cl)Cl.C(N(CC)CC)C.C1(C)C=CC=CC=1. The product is [CH3:1][O:2][C:3]1[CH:4]=[C:5]2[C:10](=[CH:11][C:12]=1[O:13][CH3:14])[N:9]=[CH:8][CH:7]=[C:6]2[O:15][C:16]1[CH:22]=[CH:21][C:19]([NH:20][C:29](=[O:35])[O:28][CH2:26][CH:37]2[CH2:43][CH2:42][CH2:41][CH2:40][CH2:39][CH2:38]2)=[C:18]([CH3:23])[C:17]=1[CH3:24]. The yield is 1.00.